Dataset: Full USPTO retrosynthesis dataset with 1.9M reactions from patents (1976-2016). Task: Predict the reactants needed to synthesize the given product. The reactants are: Br[CH2:2][C:3]1[CH:8]=[CH:7][C:6]([CH2:9][CH2:10][OH:11])=[CH:5][CH:4]=1.C(=O)([O-])[O-].[K+].[K+].[CH3:18][NH:19][CH2:20][C:21]1[CH:26]=[CH:25][CH:24]=[CH:23][CH:22]=1. Given the product [CH2:20]([N:19]([CH2:2][C:3]1[CH:8]=[CH:7][C:6]([CH2:9][CH2:10][OH:11])=[CH:5][CH:4]=1)[CH3:18])[C:21]1[CH:26]=[CH:25][CH:24]=[CH:23][CH:22]=1, predict the reactants needed to synthesize it.